Dataset: Forward reaction prediction with 1.9M reactions from USPTO patents (1976-2016). Task: Predict the product of the given reaction. (1) Given the reactants [NH2:1][C:2]1[C:15]([CH3:16])=[CH:14][C:5]([C:6]([NH:8][C:9]2[S:10][CH:11]=[CH:12][N:13]=2)=[O:7])=[CH:4][C:3]=1[Cl:17].N1C=CC=CC=1.[CH3:24][C:25]([CH3:31])([CH3:30])[CH2:26][C:27](Cl)=[O:28], predict the reaction product. The product is: [Cl:17][C:3]1[CH:4]=[C:5]([CH:14]=[C:15]([CH3:16])[C:2]=1[NH:1][C:27](=[O:28])[CH2:26][C:25]([CH3:31])([CH3:30])[CH3:24])[C:6]([NH:8][C:9]1[S:10][CH:11]=[CH:12][N:13]=1)=[O:7]. (2) Given the reactants [C:1]([C:5]1[CH:31]=[C:8]2[N:9]=[C:10]([CH3:30])[C:11]([CH:20]([CH:25](C)[CH2:26][O:27][CH3:28])[C:21]([O:23]C)=[O:22])=[C:12]([C:13]3[CH:18]=[CH:17][C:16]([CH3:19])=[CH:15][CH:14]=3)[N:7]2[N:6]=1)([CH3:4])([CH3:3])[CH3:2].[OH-].[Na+], predict the reaction product. The product is: [C:1]([C:5]1[CH:31]=[C:8]2[N:9]=[C:10]([CH3:30])[C:11]([CH:20]([CH2:25][CH2:26][O:27][CH3:28])[C:21]([OH:23])=[O:22])=[C:12]([C:13]3[CH:18]=[CH:17][C:16]([CH3:19])=[CH:15][CH:14]=3)[N:7]2[N:6]=1)([CH3:3])([CH3:4])[CH3:2]. (3) Given the reactants [OH:1][C:2]1[CH:3]=[C:4]([CH:19]=[CH:20][CH:21]=1)[O:5][CH:6]1[CH2:11][CH2:10][N:9]([C:12]([O:14][C:15]([CH3:18])([CH3:17])[CH3:16])=[O:13])[CH2:8][CH2:7]1.Br[CH2:23][CH2:24][O:25][CH3:26], predict the reaction product. The product is: [CH3:26][O:25][CH2:24][CH2:23][O:1][C:2]1[CH:3]=[C:4]([CH:19]=[CH:20][CH:21]=1)[O:5][CH:6]1[CH2:11][CH2:10][N:9]([C:12]([O:14][C:15]([CH3:18])([CH3:16])[CH3:17])=[O:13])[CH2:8][CH2:7]1. (4) Given the reactants Br[C:2]1[CH:3]=[C:4]2[C:9](=[CH:10][CH:11]=1)[CH:8]=[C:7]([S:12]([CH2:15][CH2:16][C:17]([O:19][C:20]([CH3:23])([CH3:22])[CH3:21])=[O:18])(=[O:14])=[O:13])[CH:6]=[CH:5]2.C(OCC)(=O)C.O.[CH3:31][N:32](C=O)C, predict the reaction product. The product is: [C:31]([C:2]1[CH:3]=[C:4]2[C:9](=[CH:10][CH:11]=1)[CH:8]=[C:7]([S:12]([CH2:15][CH2:16][C:17]([O:19][C:20]([CH3:23])([CH3:22])[CH3:21])=[O:18])(=[O:14])=[O:13])[CH:6]=[CH:5]2)#[N:32]. (5) Given the reactants [NH:1]1[CH2:6][CH2:5][O:4][CH:3]([CH2:7][CH2:8][NH:9][C:10](=[O:16])[O:11][C:12]([CH3:15])([CH3:14])[CH3:13])[CH2:2]1.C(=O)(O)[O-].[Na+].[C:22](Cl)(=[O:33])[O:23][CH2:24][C:25]1[CH:30]=[C:29]([Cl:31])[CH:28]=[C:27]([Cl:32])[CH:26]=1.[OH-].[Na+], predict the reaction product. The product is: [C:12]([O:11][C:10]([NH:9][CH2:8][CH2:7][CH:3]1[O:4][CH2:5][CH2:6][N:1]([C:22]([O:23][CH2:24][C:25]2[CH:26]=[C:27]([Cl:32])[CH:28]=[C:29]([Cl:31])[CH:30]=2)=[O:33])[CH2:2]1)=[O:16])([CH3:13])([CH3:15])[CH3:14]. (6) Given the reactants [CH2:1]([NH:8][C:9]([NH:11]/[N:12]=[C:13]1\[NH:14][C:15]([F:32])=[CH:16][C:17]([C:19]2[CH:24]=[CH:23][N:22]=[C:21]([NH:25][C:26]3[N:27]([CH3:31])[N:28]=[CH:29][CH:30]=3)[N:20]=2)=[CH:18]\1)=O)[C:2]1[CH:7]=[CH:6][CH:5]=[CH:4][CH:3]=1.CCN(C(C)C)C(C)C.C1C=CC(P(C2C=CC=CC=2)C2C=CC=CC=2)=CC=1.BrBr, predict the reaction product. The product is: [CH2:1]([NH:8][C:9]1[N:14]2[C:15]([F:32])=[CH:16][C:17]([C:19]3[CH:24]=[CH:23][N:22]=[C:21]([NH:25][C:26]4[N:27]([CH3:31])[N:28]=[CH:29][CH:30]=4)[N:20]=3)=[CH:18][C:13]2=[N:12][N:11]=1)[C:2]1[CH:7]=[CH:6][CH:5]=[CH:4][CH:3]=1. (7) Given the reactants [C:1](Cl)(=[O:5])C(Cl)=O.[Cl:7][C:8]1[CH:16]=[CH:15][C:14]([N:17]2[CH2:22][CH2:21][O:20][CH2:19][CH2:18]2)=[CH:13][C:9]=1[C:10]([NH2:12])=[O:11].I[CH2:24][CH2:25][CH2:26][S:27]([C:30]1[CH:39]=[CH:38][C:33]2[N:34]=[C:35]([NH2:37])[S:36][C:32]=2[CH:31]=1)(=[O:29])=[O:28].[CH2:40]([NH:42][CH2:43][CH3:44])[CH3:41].[I-].[Na+], predict the reaction product. The product is: [Cl:7][C:8]1[CH:16]=[CH:15][C:14]([N:17]2[CH2:18][CH2:19][O:20][CH2:21][CH2:22]2)=[CH:13][C:9]=1[C:10]([NH:12][C:1](=[O:5])[NH:37][C:35]1[S:36][C:32]2[CH:31]=[C:30]([S:27]([CH2:26][CH2:25][CH2:24][N:42]([CH2:43][CH3:44])[CH2:40][CH3:41])(=[O:29])=[O:28])[CH:39]=[CH:38][C:33]=2[N:34]=1)=[O:11]. (8) Given the reactants [NH2:1][C:2]1C(O)=NC=[N:6][C:7]=1[NH2:8].[OH-].[Na+].Br[CH:13](Br)[C:14](=O)[C:15]([F:18])([F:17])[F:16], predict the reaction product. The product is: [F:16][C:15]([F:18])([F:17])[C:14]1[N:1]=[CH:2][C:7]([NH2:8])=[N:6][CH:13]=1. (9) Given the reactants [O:1]1[C:5]2[CH:6]=[CH:7][CH:8]=[CH:9][C:4]=2[CH2:3][C:2]1=O.[H-].[Na+].[CH3:13]I.CN([CH:18]=[O:19])C, predict the reaction product. The product is: [CH3:2][C:3]1([CH3:13])[C:4]2[CH:9]=[CH:8][CH:7]=[CH:6][C:5]=2[O:1][C:18]1=[O:19].